This data is from Reaction yield outcomes from USPTO patents with 853,638 reactions. The task is: Predict the reaction yield, written as a fraction of the theoretical maximum amount of product (1.0 means a 100% yield; for example, 0.34 means a 34% yield). The reactants are Br[C:2]1[CH:7]=[CH:6][CH:5]=[CH:4][C:3]=1[NH:8][C:9](=[O:19])[O:10][CH:11]1[CH:16]2[CH2:17][CH2:18][N:13]([CH2:14][CH2:15]2)[CH2:12]1.[CH3:20][O:21][C:22]1[CH:23]=[C:24](B(O)O)[CH:25]=[CH:26][CH:27]=1. No catalyst specified. The product is [CH3:20][O:21][C:22]1[CH:27]=[C:26]([C:2]2[CH:7]=[CH:6][CH:5]=[CH:4][C:3]=2[NH:8][C:9](=[O:19])[O:10][CH:11]2[CH:16]3[CH2:17][CH2:18][N:13]([CH2:14][CH2:15]3)[CH2:12]2)[CH:25]=[CH:24][CH:23]=1. The yield is 0.850.